Predict the product of the given reaction. From a dataset of Forward reaction prediction with 1.9M reactions from USPTO patents (1976-2016). (1) Given the reactants [C:1]1([OH:7])[CH:6]=[CH:5][CH:4]=[CH:3][CH:2]=1.C([O-])([O-])=O.[Cs+].[Cs+].Br[CH:15]([CH2:21][CH3:22])[C:16]([O:18][CH2:19][CH3:20])=[O:17], predict the reaction product. The product is: [CH2:19]([O:18][C:16](=[O:17])[CH:15]([O:7][C:1]1[CH:6]=[CH:5][CH:4]=[CH:3][CH:2]=1)[CH2:21][CH3:22])[CH3:20]. (2) Given the reactants Cl[C:2]1[N:3]=[C:4]([O:29][CH:30]2[CH2:35][CH2:34][O:33][CH2:32][CH2:31]2)[C:5]2[C:10]([C:11]3[CH:20]=[CH:19][C:14]4[N:15]=[C:16]([CH3:18])[O:17][C:13]=4[CH:12]=3)=[CH:9][N:8]([CH2:21][O:22][CH2:23][CH2:24][Si:25]([CH3:28])([CH3:27])[CH3:26])[C:6]=2[N:7]=1.[NH2:36][C:37]1[CH:38]=[CH:39][C:40]([C:45]([NH:47][CH3:48])=[O:46])=[N:41][C:42]=1[O:43][CH3:44].CC1(C)C2C(=C(P(C3C=CC=CC=3)C3C=CC=CC=3)C=CC=2)OC2C(P(C3C=CC=CC=3)C3C=CC=CC=3)=CC=CC1=2.C(=O)([O-])[O-].[Cs+].[Cs+], predict the reaction product. The product is: [CH3:44][O:43][C:42]1[N:41]=[C:40]([C:45]([NH:47][CH3:48])=[O:46])[CH:39]=[CH:38][C:37]=1[NH:36][C:2]1[N:3]=[C:4]([O:29][CH:30]2[CH2:31][CH2:32][O:33][CH2:34][CH2:35]2)[C:5]2[C:10]([C:11]3[CH:20]=[CH:19][C:14]4[N:15]=[C:16]([CH3:18])[O:17][C:13]=4[CH:12]=3)=[CH:9][N:8]([CH2:21][O:22][CH2:23][CH2:24][Si:25]([CH3:27])([CH3:26])[CH3:28])[C:6]=2[N:7]=1. (3) Given the reactants [CH2:1]([O:5][C:6]1[CH:11]=[C:10]([CH2:12]Cl)[CH:9]=[CH:8][C:7]=1[C:14]1[CH:19]=[C:18]([O:20][CH3:21])[CH:17]=[CH:16][C:15]=1[F:22])[CH2:2][CH2:3][CH3:4].S(Cl)(Cl)=[O:24], predict the reaction product. The product is: [CH2:1]([O:5][C:6]1[CH:11]=[C:10]([CH2:12][OH:24])[CH:9]=[CH:8][C:7]=1[C:14]1[CH:19]=[C:18]([O:20][CH3:21])[CH:17]=[CH:16][C:15]=1[F:22])[CH2:2][CH2:3][CH3:4]. (4) Given the reactants C(OC([C:6]1[C:10]([C:11]2[CH:16]=[CH:15][C:14]([CH3:17])=[CH:13][CH:12]=2)=[CH:9][NH:8][CH:7]=1)=O)C.[OH-].[Na+].[Na+].[Cl-], predict the reaction product. The product is: [CH3:17][C:14]1[CH:13]=[CH:12][C:11]([C:10]2[CH:6]=[CH:7][NH:8][CH:9]=2)=[CH:16][CH:15]=1. (5) Given the reactants [CH3:1][NH:2][C:3]([NH2:5])=[O:4].[C:6](Cl)(=[O:10])[C:7](Cl)=[O:8], predict the reaction product. The product is: [CH3:1][N:2]1[C:7](=[O:8])[C:6](=[O:10])[NH:5][C:3]1=[O:4]. (6) Given the reactants Cl[C:2]1[C:7]([CH:8]([CH2:13][CH2:14][CH3:15])[C:9]([O:11][CH3:12])=[O:10])=[C:6]([CH3:16])[N:5]=[C:4]([N:17]2[CH2:22][CH2:21][CH2:20][CH2:19][CH2:18]2)[N:3]=1.[NH:23]1[CH2:28][CH2:27][CH2:26][CH2:25][CH2:24]1.C(=O)([O-])[O-].[K+].[K+], predict the reaction product. The product is: [CH3:16][C:6]1[C:7]([CH:8]([CH2:13][CH2:14][CH3:15])[C:9]([O:11][CH3:12])=[O:10])=[C:2]([N:23]2[CH2:28][CH2:27][CH2:26][CH2:25][CH2:24]2)[N:3]=[C:4]([N:17]2[CH2:22][CH2:21][CH2:20][CH2:19][CH2:18]2)[N:5]=1. (7) Given the reactants [OH:1][NH:2][CH2:3][CH2:4][NH:5][C:6](=[O:28])[C:7]1[CH:12]=[CH:11][C:10]([C:13]#[C:14][C:15]2[CH:20]=[CH:19][C:18]([CH2:21][N:22]3[CH2:27][CH2:26][O:25][CH2:24][CH2:23]3)=[CH:17][CH:16]=2)=[CH:9][CH:8]=1.[CH:29](OCC(F)(F)F)=[O:30].CCN(C(C)C)C(C)C, predict the reaction product. The product is: [CH:29]([N:2]([OH:1])[CH2:3][CH2:4][NH:5][C:6](=[O:28])[C:7]1[CH:8]=[CH:9][C:10]([C:13]#[C:14][C:15]2[CH:20]=[CH:19][C:18]([CH2:21][N:22]3[CH2:27][CH2:26][O:25][CH2:24][CH2:23]3)=[CH:17][CH:16]=2)=[CH:11][CH:12]=1)=[O:30]. (8) Given the reactants [C:1]([N:5]1[C:9]([C:10]2[S:11][CH:12]=[CH:13][CH:14]=2)=[CH:8][C:7]([CH2:15][CH2:16][CH:17]=O)=[N:6]1)([CH3:4])([CH3:3])[CH3:2].[F:19][C:20]1[CH:25]=[CH:24][CH:23]=[CH:22][C:21]=1[N:26]1[CH2:31][CH2:30][NH:29][CH2:28][CH2:27]1.CCN(C(C)C)C(C)C.[BH-](OC(C)=O)(OC(C)=O)OC(C)=O.[Na+], predict the reaction product. The product is: [C:1]([N:5]1[C:9]([C:10]2[S:11][CH:12]=[CH:13][CH:14]=2)=[CH:8][C:7]([CH2:15][CH2:16][CH2:17][N:29]2[CH2:28][CH2:27][N:26]([C:21]3[CH:22]=[CH:23][CH:24]=[CH:25][C:20]=3[F:19])[CH2:31][CH2:30]2)=[N:6]1)([CH3:4])([CH3:3])[CH3:2]. (9) Given the reactants [CH:1]([C:4]1[CH:9]=[CH:8][CH:7]=[C:6]([CH:10]([CH3:12])[CH3:11])[C:5]=1[N:13]=[CH:14][C:15]1[CH:20]=[CH:19][CH:18]=[C:17]([C:21]2[C:30]3[C:25](=[CH:26][CH:27]=[CH:28][CH:29]=3)[CH:24]=[CH:23][C:22]=2[CH2:31][NH:32][C:33]2[CH:38]=[CH:37][CH:36]=[CH:35][C:34]=2[CH3:39])[N:16]=1)([CH3:3])[CH3:2].C1COCC1.[Li][C:46]1[CH:47]=[CH:48][CH:49]=[CH:50][CH:51]=1.O, predict the reaction product. The product is: [CH:10]([C:6]1[CH:7]=[CH:8][CH:9]=[C:4]([CH:1]([CH3:2])[CH3:3])[C:5]=1[NH:13][CH:14]([C:15]1[CH:20]=[CH:19][CH:18]=[C:17]([C:21]2[C:30]3[C:25](=[CH:26][CH:27]=[CH:28][CH:29]=3)[CH:24]=[CH:23][C:22]=2[CH2:31][NH:32][C:33]2[CH:38]=[CH:37][CH:36]=[CH:35][C:34]=2[CH3:39])[N:16]=1)[C:46]1[CH:47]=[CH:48][CH:49]=[CH:50][CH:51]=1)([CH3:12])[CH3:11]. (10) Given the reactants [CH3:1][O:2][C:3]1[CH:4]=[CH:5][C:6]2[CH:7]3[CH2:15][CH:10]([C:11](=O)[C:12]=2[CH:13]=1)[CH:9]=[CH:8]3.[OH-].[K+].O.NN, predict the reaction product. The product is: [CH3:1][O:2][C:3]1[CH:4]=[CH:5][C:6]2[CH:7]3[CH2:15][CH:10]([CH2:11][C:12]=2[CH:13]=1)[CH:9]=[CH:8]3.